This data is from NCI-60 drug combinations with 297,098 pairs across 59 cell lines. The task is: Regression. Given two drug SMILES strings and cell line genomic features, predict the synergy score measuring deviation from expected non-interaction effect. Drug 1: C1=NC2=C(N=C(N=C2N1C3C(C(C(O3)CO)O)F)Cl)N. Drug 2: C1=NNC2=C1C(=O)NC=N2. Cell line: MCF7. Synergy scores: CSS=2.25, Synergy_ZIP=-1.50, Synergy_Bliss=-1.42, Synergy_Loewe=-0.592, Synergy_HSA=-0.510.